From a dataset of Peptide-MHC class II binding affinity with 134,281 pairs from IEDB. Regression. Given a peptide amino acid sequence and an MHC pseudo amino acid sequence, predict their binding affinity value. This is MHC class II binding data. (1) The peptide sequence is SYKFIPALEAAVKQA. The MHC is DRB4_0101 with pseudo-sequence DRB4_0103. The binding affinity (normalized) is 0.132. (2) The peptide sequence is VTEGERTVRVLDTVE. The MHC is HLA-DQA10501-DQB10402 with pseudo-sequence HLA-DQA10501-DQB10402. The binding affinity (normalized) is 0.315.